From a dataset of Full USPTO retrosynthesis dataset with 1.9M reactions from patents (1976-2016). Predict the reactants needed to synthesize the given product. (1) Given the product [CH3:24][O:13][C:12]([C:8]1[C:7]([NH:6][C:4](=[O:5])[C:3]2[C:2]([F:1])=[CH:18][CH:17]=[CH:16][C:15]=2[F:19])=[CH:11][NH:10][N:9]=1)=[O:14], predict the reactants needed to synthesize it. The reactants are: [F:1][C:2]1[CH:18]=[CH:17][CH:16]=[C:15]([F:19])[C:3]=1[C:4]([NH:6][C:7]1[C:8]([C:12]([OH:14])=[O:13])=[N:9][NH:10][CH:11]=1)=[O:5].S(Cl)(Cl)=O.[CH3:24]O. (2) The reactants are: [C:1]1([C:7]2[CH:15]=[C:14]3[C:10]([CH2:11][C:12](=[O:16])[NH:13]3)=[CH:9][CH:8]=2)[CH:6]=[CH:5][CH:4]=[CH:3][CH:2]=1.[CH2:17]([N:19]([CH2:35][CH3:36])[CH2:20][CH2:21][CH2:22][NH:23][C:24]([C:26]1[C:30]([CH3:31])=[C:29]([CH:32]=O)[NH:28][C:27]=1[CH3:34])=[O:25])[CH3:18]. Given the product [CH2:35]([N:19]([CH2:17][CH3:18])[CH2:20][CH2:21][CH2:22][NH:23][C:24]([C:26]1[C:30]([CH3:31])=[C:29]([CH:32]=[C:11]2[C:10]3[C:14](=[CH:15][C:7]([C:1]4[CH:2]=[CH:3][CH:4]=[CH:5][CH:6]=4)=[CH:8][CH:9]=3)[NH:13][C:12]2=[O:16])[NH:28][C:27]=1[CH3:34])=[O:25])[CH3:36], predict the reactants needed to synthesize it. (3) Given the product [NH2:32][CH2:31][CH2:30][N:29]1[C:22]2[C:21]([NH:20][C:4]3[CH:5]=[CH:6][C:7]([O:8][C:9]4[CH:14]=[CH:13][CH:12]=[C:11]([O:15][C:16]([F:18])([F:19])[F:17])[CH:10]=4)=[C:2]([CH3:1])[CH:3]=3)=[N:26][CH:25]=[N:24][C:23]=2[CH:27]=[CH:28]1, predict the reactants needed to synthesize it. The reactants are: [CH3:1][C:2]1[CH:3]=[C:4]([NH:20][C:21]2[C:22]3[N:29]([CH2:30][CH2:31][NH:32]C(=O)OC(C)(C)C)[CH:28]=[CH:27][C:23]=3[N:24]=[CH:25][N:26]=2)[CH:5]=[CH:6][C:7]=1[O:8][C:9]1[CH:14]=[CH:13][CH:12]=[C:11]([O:15][C:16]([F:19])([F:18])[F:17])[CH:10]=1.FC(F)(F)C(O)=O. (4) Given the product [C:25]1([C:23]#[C:24][C:7]2[CH:8]=[CH:9][C:4]([C:1](=[O:3])[CH3:2])=[CH:5][C:6]=2[O:21][CH3:22])[CH2:30][CH2:29][CH2:28][CH2:27][CH:26]=1, predict the reactants needed to synthesize it. The reactants are: [C:1]([C:4]1[CH:9]=[CH:8][C:7](OS(C2C=CC(C)=CC=2)(=O)=O)=[C:6]([O:21][CH3:22])[CH:5]=1)(=[O:3])[CH3:2].[C:23]([C:25]1[CH2:30][CH2:29][CH2:28][CH2:27][CH:26]=1)#[CH:24]. (5) Given the product [Cl:10][C:8]1[CH:9]=[C:4]([CH2:3][OH:2])[CH:5]=[C:6]([Cl:22])[C:7]=1[CH2:11][C:12]1[CH:17]=[C:16]([CH:18]([CH3:20])[CH3:19])[C:15](=[O:21])[NH:14][N:13]=1, predict the reactants needed to synthesize it. The reactants are: C[O:2][C:3](=O)[C:4]1[CH:9]=[C:8]([Cl:10])[C:7]([CH2:11][C:12]2[CH:17]=[C:16]([CH:18]([CH3:20])[CH3:19])[C:15](=[O:21])[NH:14][N:13]=2)=[C:6]([Cl:22])[CH:5]=1.[H-].C([Al+]CC(C)C)C(C)C. (6) The reactants are: Cl[C:2]1[C:3]2[C:4](=[N:8][N:9]([CH2:11][C:12]3[CH:17]=[CH:16][C:15]([CH2:18][N:19]4[CH:23]=[CH:22][CH:21]=[N:20]4)=[CH:14][CH:13]=3)[CH:10]=2)[N:5]=[CH:6][N:7]=1.CCN(C(C)C)C(C)C.[CH3:33][O:34][C:35]1[CH:36]=[C:37]([CH3:43])[C:38]([CH2:41][NH2:42])=[N:39][CH:40]=1. Given the product [N:19]1([CH2:18][C:15]2[CH:16]=[CH:17][C:12]([CH2:11][N:9]3[CH:10]=[C:3]4[C:4]([N:5]=[CH:6][N:7]=[C:2]4[NH:42][CH2:41][C:38]4[C:37]([CH3:43])=[CH:36][C:35]([O:34][CH3:33])=[CH:40][N:39]=4)=[N:8]3)=[CH:13][CH:14]=2)[CH:23]=[CH:22][CH:21]=[N:20]1, predict the reactants needed to synthesize it. (7) Given the product [N:1]1([CH2:7][C:8]2[CH:13]=[CH:12][C:11]([C:14]3[CH:27]=[N:26][C:17]4[NH:18][C:19]5[CH:24]=[N:23][C:22]([NH:25][C:28](=[O:32])[CH:29]([CH3:31])[CH3:30])=[CH:21][C:20]=5[C:16]=4[CH:15]=3)=[CH:10][CH:9]=2)[CH2:6][CH2:5][CH2:4][CH2:3][CH2:2]1, predict the reactants needed to synthesize it. The reactants are: [N:1]1([CH2:7][C:8]2[CH:13]=[CH:12][C:11]([C:14]3[CH:27]=[N:26][C:17]4[NH:18][C:19]5[CH:24]=[N:23][C:22]([NH2:25])=[CH:21][C:20]=5[C:16]=4[CH:15]=3)=[CH:10][CH:9]=2)[CH2:6][CH2:5][CH2:4][CH2:3][CH2:2]1.[C:28](Cl)(=[O:32])[CH:29]([CH3:31])[CH3:30].CCN(C(C)C)C(C)C.C(=O)(O)[O-].[Na+].